This data is from Forward reaction prediction with 1.9M reactions from USPTO patents (1976-2016). The task is: Predict the product of the given reaction. (1) Given the reactants Br[C:2]1[CH:3]=[CH:4][C:5]([O:21][CH3:22])=[C:6]([C:8]2[CH:13]=[CH:12][C:11]([S:14]([CH2:17][CH3:18])(=[O:16])=[O:15])=[CH:10][C:9]=2[O:19][CH3:20])[CH:7]=1.[B:23]1([B:23]2[O:27][C:26]([CH3:29])([CH3:28])[C:25]([CH3:31])([CH3:30])[O:24]2)[O:27][C:26]([CH3:29])([CH3:28])[C:25]([CH3:31])([CH3:30])[O:24]1.C([O-])(=O)C.[K+], predict the reaction product. The product is: [CH2:17]([S:14]([C:11]1[CH:12]=[CH:13][C:8]([C:6]2[C:5]([O:21][CH3:22])=[CH:4][CH:3]=[C:2]([B:23]3[O:27][C:26]([CH3:29])([CH3:28])[C:25]([CH3:31])([CH3:30])[O:24]3)[CH:7]=2)=[C:9]([O:19][CH3:20])[CH:10]=1)(=[O:16])=[O:15])[CH3:18]. (2) Given the reactants C(O[CH2:5][C:6]1[C:15]2[O:14][CH:13]([CH:16]([CH3:18])[CH3:17])[C:12](=[O:19])[NH:11][C:10]=2[CH:9]=[C:8]([O:20][CH3:21])[CH:7]=1)(=O)C, predict the reaction product. The product is: [CH:16]([CH:13]1[C:12](=[O:19])[NH:11][C:10]2[CH:9]=[C:8]([O:20][CH3:21])[CH:7]=[C:6]([CH3:5])[C:15]=2[O:14]1)([CH3:18])[CH3:17]. (3) Given the reactants N#N.[OH:3][CH2:4][C:5]1[O:6][CH:7]=[C:8]([C:10](=[O:12])[CH3:11])[N:9]=1.CCN(CC)CC.[S:20](Cl)([CH3:23])(=[O:22])=[O:21], predict the reaction product. The product is: [C:10]([C:8]1[N:9]=[C:5]([CH2:4][O:3][S:20]([CH3:23])(=[O:22])=[O:21])[O:6][CH:7]=1)(=[O:12])[CH3:11].